This data is from Forward reaction prediction with 1.9M reactions from USPTO patents (1976-2016). The task is: Predict the product of the given reaction. (1) Given the reactants [NH2:1][C:2]1[CH:3]=[N:4][C:5]2[C:10]([CH:11]=1)=[CH:9][CH:8]=[CH:7][CH:6]=2.C(O)(=O)C.C(O)(=O)C.[C:20]1([Bi]([C:20]2[CH:25]=[CH:24][CH:23]=[CH:22][CH:21]=2)[C:20]2[CH:25]=[CH:24][CH:23]=[CH:22][CH:21]=2)[CH:25]=[CH:24][CH:23]=[CH:22][CH:21]=1, predict the reaction product. The product is: [C:20]1([NH:1][C:2]2[CH:3]=[N:4][C:5]3[C:10]([CH:11]=2)=[CH:9][CH:8]=[CH:7][CH:6]=3)[CH:25]=[CH:24][CH:23]=[CH:22][CH:21]=1. (2) The product is: [CH3:1][C:2]1[CH:3]=[CH:4][C:5]([C:6]([N:8]=[C:9]2[N:13]([CH:36]([CH2:41][CH3:42])[C:37]([O:39][CH3:40])=[O:38])[C:12]3[CH:14]=[CH:15][C:16]([C:18](=[O:19])[NH:20][C:21]4[CH:22]=[CH:23][CH:24]=[CH:25][CH:26]=4)=[CH:17][C:11]=3[S:10]2)=[O:7])=[CH:27][CH:28]=1. Given the reactants [CH3:1][C:2]1[CH:28]=[CH:27][C:5]([C:6]([NH:8][C:9]2[S:10][C:11]3[CH:17]=[C:16]([C:18]([NH:20][C:21]4[CH:26]=[CH:25][CH:24]=[CH:23][CH:22]=4)=[O:19])[CH:15]=[CH:14][C:12]=3[N:13]=2)=[O:7])=[CH:4][CH:3]=1.C(=O)([O-])[O-].[K+].[K+].Br[CH:36]([CH2:41][CH3:42])[C:37]([O:39][CH3:40])=[O:38], predict the reaction product. (3) Given the reactants Cl[C:2]1[CH:11]=[N:10][C:9]2[C:4](=[CH:5][CH:6]=[CH:7][CH:8]=2)[N:3]=1.[F:12][C:13]1[CH:18]=[CH:17][C:16](B(O)O)=[CH:15][CH:14]=1.C(=O)([O-])[O-].[K+].[K+], predict the reaction product. The product is: [F:12][C:13]1[CH:18]=[CH:17][C:16]([C:2]2[CH:11]=[N:10][C:9]3[C:4](=[CH:5][CH:6]=[CH:7][CH:8]=3)[N:3]=2)=[CH:15][CH:14]=1.